This data is from Forward reaction prediction with 1.9M reactions from USPTO patents (1976-2016). The task is: Predict the product of the given reaction. Given the reactants [Br:1][C:2]1[CH:3]=[C:4]([C:8]2[S:12][C:11]([NH:13][C:14]3[CH:19]=[C:18](Cl)[CH:17]=[CH:16][N:15]=3)=[N:10][CH:9]=2)[CH:5]=[N:6][CH:7]=1.[NH:21]1[CH2:26][CH2:25][O:24][CH2:23][CH2:22]1.CCN(C(C)C)C(C)C.C(O)(C(F)(F)F)=O, predict the reaction product. The product is: [Br:1][C:2]1[CH:3]=[C:4]([C:8]2[S:12][C:11]([NH:13][C:14]3[CH:19]=[C:18]([N:21]4[CH2:26][CH2:25][O:24][CH2:23][CH2:22]4)[CH:17]=[CH:16][N:15]=3)=[N:10][CH:9]=2)[CH:5]=[N:6][CH:7]=1.